This data is from Catalyst prediction with 721,799 reactions and 888 catalyst types from USPTO. The task is: Predict which catalyst facilitates the given reaction. Reactant: [NH2:1][C:2]1[CH:6]=[C:5]([C:7]#[C:8][C:9]([CH3:12])([CH3:11])[CH3:10])[S:4][C:3]=1[C:13]([O:15][CH3:16])=[O:14].C(O)(=O)C.[CH3:21][N:22]1[CH:26]=[CH:25][N:24]=[C:23]1[CH:27]=O.C(O[BH-](OC(=O)C)OC(=O)C)(=O)C.[Na+].C([O-])(O)=O.[Na+]. Product: [CH3:10][C:9]([CH3:11])([CH3:12])[C:8]#[C:7][C:5]1[S:4][C:3]([C:13]([O:15][CH3:16])=[O:14])=[C:2]([NH:1][CH2:27][C:23]2[N:22]([CH3:21])[CH:26]=[CH:25][N:24]=2)[CH:6]=1. The catalyst class is: 26.